From a dataset of Forward reaction prediction with 1.9M reactions from USPTO patents (1976-2016). Predict the product of the given reaction. Given the reactants [NH2:1][C@@H:2]([C:6]([O:8][C:9]([CH3:12])([CH3:11])[CH3:10])=[O:7])[CH:3]([CH3:5])[CH3:4].O=[CH:14][CH2:15][NH:16][C:17](=[O:23])[O:18][C:19]([CH3:22])([CH3:21])[CH3:20].[BH4-].[Na+], predict the reaction product. The product is: [C:19]([O:18][C:17]([NH:16][CH2:15][CH2:14][NH:1][C@@H:2]([C:6]([O:8][C:9]([CH3:10])([CH3:12])[CH3:11])=[O:7])[CH:3]([CH3:5])[CH3:4])=[O:23])([CH3:22])([CH3:21])[CH3:20].